This data is from Forward reaction prediction with 1.9M reactions from USPTO patents (1976-2016). The task is: Predict the product of the given reaction. Given the reactants [CH3:1][O:2][C:3](=[O:21])[C:4]1[CH:9]=[CH:8][CH:7]=[C:6]([NH:10][C:11]2[N:19]=[C:18]([Cl:20])[N:17]=[C:16]3[C:12]=2[N:13]=[CH:14][NH:15]3)[CH:5]=1.C([O-])([O-])=O.[K+].[K+].CN(C=O)C.[CH2:33](I)[CH3:34], predict the reaction product. The product is: [CH3:1][O:2][C:3](=[O:21])[C:4]1[CH:9]=[CH:8][CH:7]=[C:6]([NH:10][C:11]2[N:19]=[C:18]([Cl:20])[N:17]=[C:16]3[C:12]=2[N:13]=[CH:14][N:15]3[CH2:33][CH3:34])[CH:5]=1.